This data is from NCI-60 drug combinations with 297,098 pairs across 59 cell lines. The task is: Regression. Given two drug SMILES strings and cell line genomic features, predict the synergy score measuring deviation from expected non-interaction effect. (1) Drug 1: C1=CC(=CC=C1CCC2=CNC3=C2C(=O)NC(=N3)N)C(=O)NC(CCC(=O)O)C(=O)O. Drug 2: CS(=O)(=O)CCNCC1=CC=C(O1)C2=CC3=C(C=C2)N=CN=C3NC4=CC(=C(C=C4)OCC5=CC(=CC=C5)F)Cl. Cell line: K-562. Synergy scores: CSS=29.4, Synergy_ZIP=-5.71, Synergy_Bliss=-12.6, Synergy_Loewe=-28.6, Synergy_HSA=-12.1. (2) Drug 1: C1CCC(C1)C(CC#N)N2C=C(C=N2)C3=C4C=CNC4=NC=N3. Drug 2: C1CCC(C(C1)N)N.C(=O)(C(=O)[O-])[O-].[Pt+4]. Cell line: NCI-H460. Synergy scores: CSS=5.66, Synergy_ZIP=3.38, Synergy_Bliss=5.68, Synergy_Loewe=3.43, Synergy_HSA=5.00. (3) Drug 1: COC1=NC(=NC2=C1N=CN2C3C(C(C(O3)CO)O)O)N. Drug 2: CCC1(C2=C(COC1=O)C(=O)N3CC4=CC5=C(C=CC(=C5CN(C)C)O)N=C4C3=C2)O.Cl. Cell line: OVCAR-5. Synergy scores: CSS=19.3, Synergy_ZIP=-6.64, Synergy_Bliss=-2.27, Synergy_Loewe=-28.3, Synergy_HSA=-2.93.